Dataset: Peptide-MHC class II binding affinity with 134,281 pairs from IEDB. Task: Regression. Given a peptide amino acid sequence and an MHC pseudo amino acid sequence, predict their binding affinity value. This is MHC class II binding data. (1) The binding affinity (normalized) is 0.252. The peptide sequence is VLLAFNCHERPYDLD. The MHC is DRB4_0101 with pseudo-sequence DRB4_0103. (2) The peptide sequence is GELQIVDKHDAAFKI. The MHC is DRB1_1201 with pseudo-sequence DRB1_1201. The binding affinity (normalized) is 0.396.